The task is: Predict the product of the given reaction.. This data is from Forward reaction prediction with 1.9M reactions from USPTO patents (1976-2016). (1) Given the reactants [NH2:1][CH2:2][CH2:3][N:4]1[CH2:9][CH2:8][O:7][CH2:6][CH2:5]1.Cl.CN(C)CCCN=C=NCC.ON1C2C=CC=CC=2N=N1.[F:32][C:33]1[CH:42]=[CH:41][C:40]([O:43][CH2:44][CH2:45][CH3:46])=[C:39]2[C:34]=1[C:35](=[O:58])[C:36]([C:51]1[CH:56]=[CH:55][C:54]([OH:57])=[CH:53][CH:52]=1)=[CH:37][N:38]2[CH2:47][C:48](O)=[O:49], predict the reaction product. The product is: [F:32][C:33]1[CH:42]=[CH:41][C:40]([O:43][CH2:44][CH2:45][CH3:46])=[C:39]2[C:34]=1[C:35](=[O:58])[C:36]([C:51]1[CH:52]=[CH:53][C:54]([OH:57])=[CH:55][CH:56]=1)=[CH:37][N:38]2[CH2:47][C:48]([NH:1][CH2:2][CH2:3][N:4]1[CH2:9][CH2:8][O:7][CH2:6][CH2:5]1)=[O:49]. (2) Given the reactants OC[C:3]([CH3:19])(C)[CH2:4][CH2:5][CH2:6][C:7](=[O:17])[CH2:8][CH2:9][CH2:10][CH2:11][C:12]([CH3:16])([CH3:15])[CH2:13][OH:14].[N+](C(S(C1C=CC(C)=CC=1)(=O)=O)CCC[CH2:26][C:27](C)([CH3:36])[CH2:28][O:29]C1CCCCO1)#[C-].[H-].[Na+].CO, predict the reaction product. The product is: [OH:14][CH2:13][C:12]([CH3:15])([CH3:16])[CH2:11][CH2:10][CH2:9][CH2:8][C:7](=[O:17])[CH2:6][CH2:5][CH2:4][CH2:3][CH2:19][C:27]([CH3:36])([CH3:26])[CH2:28][OH:29]. (3) Given the reactants [CH3:1][C:2]1([C:7]2[N:12]=[C:11]([CH2:13][N:14]3[N:18]=[C:17]([NH2:19])[CH:16]=[N:15]3)[CH:10]=[CH:9][CH:8]=2)[O:6]CCO1.[C:20]1([C:26]2[O:30][CH:29]=[N:28][C:27]=2[C:31](O)=[O:32])[CH:25]=[CH:24][CH:23]=[CH:22][CH:21]=1, predict the reaction product. The product is: [C:2]([C:7]1[N:12]=[C:11]([CH2:13][N:14]2[N:18]=[C:17]([NH:19][C:31]([C:27]3[N:28]=[CH:29][O:30][C:26]=3[C:20]3[CH:21]=[CH:22][CH:23]=[CH:24][CH:25]=3)=[O:32])[CH:16]=[N:15]2)[CH:10]=[CH:9][CH:8]=1)(=[O:6])[CH3:1]. (4) Given the reactants O=[CH:2][C@@H:3]([C@H:5]([C@@H:7]([CH2:9]O)O)O)[OH:4].[Na+].[Cl-].Cl.N[C@H:15]([C:18](O)=O)[CH2:16]S.[C:21](=[O:24])([O-])[O-:22].[Ca+2], predict the reaction product. The product is: [C:5]1([C:3]([CH3:2])([OH:4])[C:21]([OH:22])=[O:24])[CH:18]=[CH:15][CH:16]=[CH:9][CH:7]=1. (5) Given the reactants C(=O)([O-])[O-].[K+].[K+].Cl[CH2:8][C:9]([NH:11][C:12]1[CH:13]=[N:14][CH:15]=[CH:16][CH:17]=1)=[O:10], predict the reaction product. The product is: [N:14]1[CH:15]=[CH:16][CH:17]=[C:12]([NH:11][C:9](=[O:10])[CH3:8])[CH:13]=1. (6) Given the reactants [CH:1]([C:4]1[CH:9]=[C:8]([N+:10]([O-])=O)[CH:7]=[CH:6][C:5]=1[O:13][CH3:14])([CH3:3])[CH3:2], predict the reaction product. The product is: [CH:1]([C:4]1[CH:9]=[C:8]([CH:7]=[CH:6][C:5]=1[O:13][CH3:14])[NH2:10])([CH3:3])[CH3:2]. (7) Given the reactants [H-].[Na+].[O:3]=[C:4]1[CH2:12][C:11]2[C:6](=[CH:7][C:8]([C:13]#[N:14])=[CH:9][CH:10]=2)[NH:5]1.[Cl:15][C:16]1[N+:21]([O-])=[CH:20][C:19]([C:23]([N:25]2[CH2:30][CH2:29][N:28]([CH3:31])[CH2:27][CH2:26]2)=[O:24])=[CH:18][CH:17]=1.[Cl-].[Na+].P(Cl)(Cl)Cl, predict the reaction product. The product is: [ClH:15].[OH:3][C:4]1[NH:5][C:6]2[C:11]([C:12]=1[C:16]1[CH:17]=[CH:18][C:19]([C:23]([N:25]3[CH2:26][CH2:27][N:28]([CH3:31])[CH2:29][CH2:30]3)=[O:24])=[CH:20][N:21]=1)=[CH:10][CH:9]=[C:8]([C:13]#[N:14])[CH:7]=2. (8) Given the reactants [Cl:1][C:2]1[N:10]=[C:9]2[C:5]([N:6]=[C:7]([CH:13]=O)[N:8]2[CH2:11][CH3:12])=[C:4]([N:15]2[CH2:20][CH2:19][O:18][CH2:17][CH2:16]2)[N:3]=1.[CH:21]12[NH:29][CH:25]([CH2:26][NH:27][CH2:28]1)[CH2:24][O:23][CH2:22]2.C(O[BH-](OC(=O)C)OC(=O)C)(=O)C.[Na+].O, predict the reaction product. The product is: [Cl:1][C:2]1[N:10]=[C:9]2[C:5]([N:6]=[C:7]([CH2:13][N:27]3[CH2:28][CH:21]4[NH:29][CH:25]([CH2:24][O:23][CH2:22]4)[CH2:26]3)[N:8]2[CH2:11][CH3:12])=[C:4]([N:15]2[CH2:16][CH2:17][O:18][CH2:19][CH2:20]2)[N:3]=1. (9) Given the reactants [CH2:1]([O:8][C:9]([C:11]1[C:19]2[C:14](=[CH:15][CH:16]=[C:17]([O:20][CH2:21][CH2:22]Cl)[CH:18]=2)[NH:13][C:12]=1[CH3:24])=[O:10])[C:2]1[CH:7]=[CH:6][CH:5]=[CH:4][CH:3]=1.[CH2:25]([NH:28][CH2:29][CH2:30][CH3:31])[CH2:26][CH3:27], predict the reaction product. The product is: [CH2:1]([O:8][C:9]([C:11]1[C:19]2[C:14](=[CH:15][CH:16]=[C:17]([O:20][CH2:21][CH2:22][N:28]([CH2:29][CH2:30][CH3:31])[CH2:25][CH2:26][CH3:27])[CH:18]=2)[NH:13][C:12]=1[CH3:24])=[O:10])[C:2]1[CH:7]=[CH:6][CH:5]=[CH:4][CH:3]=1.